This data is from Peptide-MHC class I binding affinity with 185,985 pairs from IEDB/IMGT. The task is: Regression. Given a peptide amino acid sequence and an MHC pseudo amino acid sequence, predict their binding affinity value. This is MHC class I binding data. (1) The peptide sequence is VKINIFPLY. The MHC is HLA-A26:01 with pseudo-sequence HLA-A26:01. The binding affinity (normalized) is 0.0847. (2) The peptide sequence is IVYGRSNAIL. The MHC is HLA-A68:02 with pseudo-sequence HLA-A68:02. The binding affinity (normalized) is 0.402. (3) The peptide sequence is PQVGGLTSIK. The MHC is HLA-A68:01 with pseudo-sequence HLA-A68:01. The binding affinity (normalized) is 0.0265. (4) The peptide sequence is ALFEDYPGC. The MHC is HLA-B07:02 with pseudo-sequence HLA-B07:02. The binding affinity (normalized) is 0.0847. (5) The peptide sequence is RTLHPFGCK. The binding affinity (normalized) is 0.0847. The MHC is HLA-B46:01 with pseudo-sequence HLA-B46:01. (6) The peptide sequence is VTLRKERLA. The MHC is HLA-A02:01 with pseudo-sequence HLA-A02:01. The binding affinity (normalized) is 0.